Task: Predict the product of the given reaction.. Dataset: Forward reaction prediction with 1.9M reactions from USPTO patents (1976-2016) (1) Given the reactants [Si:1]([O:8][CH2:9][C:10]1[CH:11]=[C:12]([CH:15]=[CH:16][C:17]=1[Cl:18])[CH:13]=[O:14])([C:4]([CH3:7])([CH3:6])[CH3:5])([CH3:3])[CH3:2].CCCCCCCCCCN.[BH4-].[Na+], predict the reaction product. The product is: [Si:1]([O:8][CH2:9][C:10]1[CH:11]=[C:12]([CH2:13][OH:14])[CH:15]=[CH:16][C:17]=1[Cl:18])([C:4]([CH3:7])([CH3:6])[CH3:5])([CH3:3])[CH3:2]. (2) Given the reactants [Br:1][C:2]1[CH:7]=[CH:6][C:5]([C:8]2[O:12][N:11]=[C:10]([CH3:13])[C:9]=2[NH2:14])=[CH:4][CH:3]=1.[C:15]1([S:21][CH2:22][C:23](=O)[CH3:24])[CH:20]=[CH:19][CH:18]=[CH:17][CH:16]=1, predict the reaction product. The product is: [Br:1][C:2]1[CH:3]=[CH:4][C:5]([C:8]2[O:12][N:11]=[C:10]([CH3:13])[C:9]=2[NH:14][CH:23]([CH3:24])[CH2:22][S:21][C:15]2[CH:20]=[CH:19][CH:18]=[CH:17][CH:16]=2)=[CH:6][CH:7]=1.